Task: Predict the product of the given reaction.. Dataset: Forward reaction prediction with 1.9M reactions from USPTO patents (1976-2016) (1) Given the reactants [CH2:1]([S:3]([C:6]1[CH:11]=[CH:10][C:9]([C@@H:12]([NH2:16])[CH2:13][O:14][CH3:15])=[CH:8][CH:7]=1)(=[O:5])=[O:4])[CH3:2].N[C@H](C1C=CC(SCC)=CC=1)COC[C:22]([O:24][CH2:25]C)=[O:23].[ClH:36].O, predict the reaction product. The product is: [ClH:36].[NH2:16][C@H:12]([C:9]1[CH:10]=[CH:11][C:6]([S:3]([CH2:1][CH3:2])(=[O:5])=[O:4])=[CH:7][CH:8]=1)[CH2:13][O:14][CH2:15][C:22]([O:24][CH3:25])=[O:23]. (2) The product is: [CH3:13][O:12][C:9]1[CH:8]=[CH:7][C:6]([CH2:5][C:14]2[C:15]([OH:20])=[N:16][CH:17]=[CH:18][CH:19]=2)=[CH:11][CH:10]=1. Given the reactants C(O[CH:5]([C:14]1[C:15]([O:20]CC2C=CC=CC=2)=[N:16][CH:17]=[CH:18][CH:19]=1)[C:6]1[CH:11]=[CH:10][C:9]([O:12][CH3:13])=[CH:8][CH:7]=1)(=O)C.CO.C(C1C=CC(CC2C(O)=NC(C)=CC=2)=CC=1)C, predict the reaction product. (3) Given the reactants Br[C:2]1[CH:19]=[CH:18][C:5]2/[C:6](=[CH:15]\[C:16]#[N:17])/[C:7]3[CH:14]=[CH:13][CH:12]=[CH:11][C:8]=3[O:9][CH2:10][C:4]=2[CH:3]=1.Br[C:21]1[CH:38]=[CH:37][C:24]2/[C:25](=[CH:34]/[C:35]#[N:36])/[C:26]3[CH:33]=[CH:32][CH:31]=[CH:30][C:27]=3[O:28][CH2:29][C:23]=2[CH:22]=1.C1(P(C2C=CC=CC=2)CCCP(C2C=CC=CC=2)C2C=CC=CC=2)C=CC=CC=1.[C:68](=O)([O-])[O-:69].[Cs+].[Cs+].[OH-].[Na+].Cl.B.C1COCC1, predict the reaction product. The product is: [OH:28][CH2:27][C:2]1[CH:19]=[CH:18][C:5]2/[C:6](=[CH:15]\[C:16]#[N:17])/[C:7]3[CH:14]=[CH:13][CH:12]=[CH:11][C:8]=3[O:9][CH2:10][C:4]=2[CH:3]=1.[OH:69][CH2:68][C:21]1[CH:38]=[CH:37][C:24]2/[C:25](=[CH:34]/[C:35]#[N:36])/[C:26]3[CH:33]=[CH:32][CH:31]=[CH:30][C:27]=3[O:28][CH2:29][C:23]=2[CH:22]=1. (4) Given the reactants [Cl:1][C:2]1[CH:10]=[C:9]2[C:5]([C:6]([C:11]([O:13][CH3:14])=[O:12])=[CH:7][NH:8]2)=[CH:4][C:3]=1B1OCC(C)(C)CO1.Br[C:24]1[CH:36]=[CH:35][C:27]([O:28][C@@H:29]2[CH2:33][CH2:32][CH2:31][C@H:30]2[OH:34])=[CH:26][CH:25]=1.C(=O)([O-])[O-].[K+].[K+].Cl, predict the reaction product. The product is: [Cl:1][C:2]1[CH:10]=[C:9]2[C:5]([C:6]([C:11]([O:13][CH3:14])=[O:12])=[CH:7][NH:8]2)=[CH:4][C:3]=1[C:24]1[CH:36]=[CH:35][C:27]([O:28][C@@H:29]2[CH2:33][CH2:32][CH2:31][C@H:30]2[OH:34])=[CH:26][CH:25]=1. (5) Given the reactants [CH3:1][O:2][C:3]1[CH:28]=[CH:27][C:6]([CH2:7][N:8]2[CH2:13][CH2:12][CH:11]([NH:14][C:15]([C:17]3[CH:26]=[CH:25][C:20]([C:21]([O:23]C)=[O:22])=[CH:19][N:18]=3)=[O:16])[CH2:10][CH2:9]2)=[CH:5][CH:4]=1.O.[OH-].[Li+].Cl, predict the reaction product. The product is: [CH3:1][O:2][C:3]1[CH:4]=[CH:5][C:6]([CH2:7][N:8]2[CH2:13][CH2:12][CH:11]([NH:14][C:15]([C:17]3[CH:26]=[CH:25][C:20]([C:21]([OH:23])=[O:22])=[CH:19][N:18]=3)=[O:16])[CH2:10][CH2:9]2)=[CH:27][CH:28]=1. (6) Given the reactants C([O:3][C:4](=[O:20])[C@@H:5]([O:18][CH3:19])[CH2:6][C:7]1[CH:12]=[CH:11][C:10]([O:13][CH2:14][CH2:15][CH2:16]Br)=[CH:9][CH:8]=1)C.[OH:21][C:22]1[CH:27]=[CH:26][C:25]([NH:28][C:29](=[O:38])[C:30]2[CH:35]=[CH:34][C:33]([O:36][CH3:37])=[CH:32][CH:31]=2)=[CH:24][CH:23]=1.[OH-].[Na+], predict the reaction product. The product is: [CH3:19][O:18][C@@H:5]([CH2:6][C:7]1[CH:8]=[CH:9][C:10]([O:13][CH2:14][CH2:15][CH2:16][O:21][C:22]2[CH:23]=[CH:24][C:25]([NH:28][C:29](=[O:38])[C:30]3[CH:35]=[CH:34][C:33]([O:36][CH3:37])=[CH:32][CH:31]=3)=[CH:26][CH:27]=2)=[CH:11][CH:12]=1)[C:4]([OH:3])=[O:20]. (7) The product is: [Cl:1][C:2]1[CH:3]=[C:4]([CH2:14][N:15]2[C:19]([CH3:20])=[CH:18][C:17]([C:21]([NH:31][CH:32]3[CH2:33][CH2:34][N:35]([C:38]([O:40][C:41]([CH3:44])([CH3:43])[CH3:42])=[O:39])[CH2:36][CH2:37]3)=[O:22])=[N:16]2)[C:5]2[O:9][C:8]([CH:10]([CH3:12])[CH3:11])=[CH:7][C:6]=2[CH:13]=1. Given the reactants [Cl:1][C:2]1[CH:3]=[C:4]([CH2:14][N:15]2[C:19]([CH3:20])=[CH:18][C:17]([C:21](Cl)=[O:22])=[N:16]2)[C:5]2[O:9][C:8]([CH:10]([CH3:12])[CH3:11])=[CH:7][C:6]=2[CH:13]=1.CCN(CC)CC.[NH2:31][CH:32]1[CH2:37][CH2:36][N:35]([C:38]([O:40][C:41]([CH3:44])([CH3:43])[CH3:42])=[O:39])[CH2:34][CH2:33]1, predict the reaction product.